From a dataset of Full USPTO retrosynthesis dataset with 1.9M reactions from patents (1976-2016). Predict the reactants needed to synthesize the given product. (1) Given the product [N:21]1([C:27]2[CH:33]=[CH:32][C:31]([C:34]([F:36])([F:37])[F:35])=[CH:30][C:28]=2[NH:29][C:2](=[O:9])[C:3]2[CH:8]=[CH:7][CH:6]=[N:5][CH:4]=2)[CH2:22][CH2:23][CH2:24][CH2:25][CH2:26]1, predict the reactants needed to synthesize it. The reactants are: Cl.[C:2](Cl)(=[O:9])[C:3]1[CH:8]=[CH:7][CH:6]=[N:5][CH:4]=1.C(N(CC)CC)C.ClCCl.[N:21]1([C:27]2[CH:33]=[CH:32][C:31]([C:34]([F:37])([F:36])[F:35])=[CH:30][C:28]=2[NH2:29])[CH2:26][CH2:25][CH2:24][CH2:23][CH2:22]1. (2) Given the product [OH:1][CH2:2][C@H:3]1[CH2:8][CH2:7][CH2:6][CH2:5][N:4]1[CH2:14][CH2:15][C:16]1[CH:21]=[CH:20][C:19]2[O:22][CH2:23][O:24][C:18]=2[CH:17]=1, predict the reactants needed to synthesize it. The reactants are: [OH:1][CH2:2][C@H:3]1[CH2:8][CH2:7][CH2:6][CH2:5][NH:4]1.S(O[CH2:14][CH2:15][C:16]1[CH:21]=[CH:20][C:19]2[O:22][CH2:23][O:24][C:18]=2[CH:17]=1)(=O)(=O)C.C(=O)([O-])[O-].[Na+].[Na+].[I-].[Na+]. (3) Given the product [F:25][C:22]1[CH:21]=[CH:20][C:19]([C:11]2[CH:10]=[C:9]([N:1]3[CH:5]=[CH:4][N:3]=[CH:2]3)[C:18]3[C:13](=[CH:14][CH:15]=[CH:16][CH:17]=3)[N:12]=2)=[CH:24][CH:23]=1, predict the reactants needed to synthesize it. The reactants are: [NH:1]1[CH:5]=[CH:4][N:3]=[CH:2]1.[H-].[Na+].Cl[C:9]1[C:18]2[C:13](=[CH:14][CH:15]=[CH:16][CH:17]=2)[N:12]=[C:11]([C:19]2[CH:24]=[CH:23][C:22]([F:25])=[CH:21][CH:20]=2)[CH:10]=1. (4) Given the product [OH:22][CH2:21][C@@H:20]([N:19]1[C:3]2=[N:4][C:5]([C:8]3[CH:13]=[C:12]([CH:14]([CH3:16])[CH3:15])[CH:11]=[CH:10][C:9]=3[O:17][CH3:18])=[CH:6][CH:7]=[C:2]2[NH:1][C:43]1=[O:44])[CH:23]([CH3:25])[CH3:24], predict the reactants needed to synthesize it. The reactants are: [NH2:1][C:2]1[C:3]([NH:19][C@@H:20]([CH:23]([CH3:25])[CH3:24])[CH2:21][OH:22])=[N:4][C:5]([C:8]2[CH:13]=[C:12]([CH:14]([CH3:16])[CH3:15])[CH:11]=[CH:10][C:9]=2[O:17][CH3:18])=[CH:6][CH:7]=1.C(C1C=CC(OC)=C(C2N=C(N[C@@H](C(C)C)[CH2:43][OH:44])C([N+]([O-])=O)=CC=2)C=1)(C)C. (5) Given the product [C:1]([C:3]1([NH:4][C:5](=[O:33])[C@H:6]([CH2:29][CH:30]([CH3:31])[CH3:32])[NH:7][C@@H:8]([C:13]2[CH:18]=[CH:17][C:16]([C:19]3[CH:20]=[CH:21][C:22]([S:25]([CH3:28])(=[O:27])=[O:26])=[CH:23][CH:24]=3)=[CH:15][CH:14]=2)[C:9]([F:10])([F:12])[F:11])[CH2:45][CH2:44]1)#[N:2], predict the reactants needed to synthesize it. The reactants are: [C:1]([CH2:3][NH:4][C:5](=[O:33])[C@H:6]([CH2:29][CH:30]([CH3:32])[CH3:31])[NH:7][C@@H:8]([C:13]1[CH:18]=[CH:17][C:16]([C:19]2[CH:24]=[CH:23][C:22]([S:25]([CH3:28])(=[O:27])=[O:26])=[CH:21][CH:20]=2)=[CH:15][CH:14]=1)[C:9]([F:12])([F:11])[F:10])#[N:2].F[P-](F)(F)(F)(F)F.N1(OC(N(C)C)=[N+](C)C)[C:45]2N=CC=C[C:44]=2N=N1.Cl.C1(N)CC1.[Cl-].[NH4+]. (6) Given the product [ClH:54].[N:27]1[C:32]2[O:33][CH2:34][CH2:35][O:36][C:31]=2[CH:30]=[C:29]([CH2:37][NH:1][CH:2]2[CH2:11][C:10]3[N:9]=[CH:8][C:7]([N:12]4[C:17](=[O:18])[CH:16]=[N:15][C:14]5[CH:19]=[CH:20][C:21]([O:23][CH3:24])=[N:22][C:13]4=5)=[CH:6][C:5]=3[CH2:4][CH2:3]2)[N:28]=1, predict the reactants needed to synthesize it. The reactants are: [NH2:1][CH:2]1[CH2:11][C:10]2[N:9]=[CH:8][C:7]([N:12]3[C:17](=[O:18])[CH:16]=[N:15][C:14]4[CH:19]=[CH:20][C:21]([O:23][CH3:24])=[N:22][C:13]3=4)=[CH:6][C:5]=2[CH2:4][CH2:3]1.CO.[N:27]1[C:32]2[O:33][CH2:34][CH2:35][O:36][C:31]=2[CH:30]=[C:29]([CH:37]=O)[N:28]=1.C(O[BH-](OC(=O)C)OC(=O)C)(=O)C.[Na+].C(Cl)[Cl:54]. (7) The reactants are: [O:1]1[C:5]2[CH:6]=[CH:7][CH:8]=[CH:9][C:4]=2[CH2:3][CH2:2]1.[C:10]1(=[O:16])[O:15][C:13](=[O:14])[CH2:12][CH2:11]1.[Cl-].[Al+3].[Cl-].[Cl-].Cl. Given the product [O:1]1[C:5]2[CH:6]=[CH:7][C:8]([C:10](=[O:16])[CH2:11][CH2:12][C:13]([OH:15])=[O:14])=[CH:9][C:4]=2[CH2:3][CH2:2]1, predict the reactants needed to synthesize it. (8) Given the product [CH2:13]([NH:12][C:10]([NH:9][C:6]1[CH:5]=[CH:4][C:3]([CH2:2][NH:1][CH2:20][C:21]2[CH:26]=[CH:25][CH:24]=[CH:23][CH:22]=2)=[CH:8][CH:7]=1)=[O:11])[C:14]1[CH:15]=[CH:16][CH:17]=[CH:18][CH:19]=1, predict the reactants needed to synthesize it. The reactants are: [NH2:1][CH2:2][C:3]1[CH:8]=[CH:7][C:6]([NH:9][C:10]([NH:12][CH2:13][C:14]2[CH:19]=[CH:18][CH:17]=[CH:16][CH:15]=2)=[O:11])=[CH:5][CH:4]=1.[CH:20](=O)[C:21]1[CH:26]=[CH:25][CH:24]=[CH:23][CH:22]=1.C(N(CC)CC)C.C(O[BH-](OC(=O)C)OC(=O)C)(=O)C.[Na+]. (9) Given the product [Cl:31][C:25]1[CH:26]=[CH:27][CH:28]=[C:29]([Cl:30])[C:24]=1[NH:23][C:16]1[CH:15]=[CH:14][CH:13]=[CH:18][C:17]=1[CH2:19][C:20]([O:22][CH2:39][CH2:38][C:34]1[N:33]([CH3:32])[CH:37]=[CH:36][N:35]=1)=[O:21], predict the reactants needed to synthesize it. The reactants are: Cl.C(N=C=NCCCN(C)C)C.[CH:13]1[CH:14]=[CH:15][C:16]([NH:23][C:24]2[C:25]([Cl:31])=[CH:26][CH:27]=[CH:28][C:29]=2[Cl:30])=[C:17]([CH2:19][C:20]([OH:22])=[O:21])[CH:18]=1.[CH3:32][N:33]1[CH:37]=[CH:36][N:35]=[C:34]1[CH2:38][CH2:39]O. (10) Given the product [OH:14][C:8]1[C:9]([CH:11]([CH3:13])[CH3:12])=[CH:10][C:5]([C:3](=[O:4])[CH2:2][I:18])=[CH:6][C:7]=1[CH:15]([CH3:17])[CH3:16], predict the reactants needed to synthesize it. The reactants are: Cl[CH2:2][C:3]([C:5]1[CH:10]=[C:9]([CH:11]([CH3:13])[CH3:12])[C:8]([OH:14])=[C:7]([CH:15]([CH3:17])[CH3:16])[CH:6]=1)=[O:4].[I-:18].[Na+].CCCCCC.